This data is from Full USPTO retrosynthesis dataset with 1.9M reactions from patents (1976-2016). The task is: Predict the reactants needed to synthesize the given product. (1) The reactants are: Br[CH2:2][CH2:3][CH2:4][CH2:5][CH2:6][CH2:7][C:8]1[C:14]2[CH:15]=[CH:16][C:17]([OH:19])=[CH:18][C:13]=2[CH2:12][CH2:11][CH2:10][C:9]=1[C:20]1[CH:25]=[CH:24][CH:23]=[C:22]([OH:26])[CH:21]=1.[CH2:27]([NH:29][CH2:30][CH2:31][CH2:32][S:33]([CH2:36][CH2:37][CH2:38][C:39]([F:45])([F:44])[C:40]([F:43])([F:42])[F:41])(=[O:35])=[O:34])[CH3:28]. Given the product [CH2:27]([N:29]([CH2:30][CH2:31][CH2:32][S:33]([CH2:36][CH2:37][CH2:38][C:39]([F:45])([F:44])[C:40]([F:43])([F:42])[F:41])(=[O:34])=[O:35])[CH2:2][CH2:3][CH2:4][CH2:5][CH2:6][CH2:7][C:8]1[C:14]2[CH:15]=[CH:16][C:17]([OH:19])=[CH:18][C:13]=2[CH2:12][CH2:11][CH2:10][C:9]=1[C:20]1[CH:25]=[CH:24][CH:23]=[C:22]([OH:26])[CH:21]=1)[CH3:28], predict the reactants needed to synthesize it. (2) Given the product [CH2:1]([O:8][C:9]1[CH:10]=[CH:11][C:12]([CH2:15][C@H:16]([O:20][CH2:21][CH3:22])[C:17]([NH:55][C@H:52]([C:49]2[CH:50]=[CH:51][CH:46]=[CH:47][CH:48]=2)[CH2:53][OH:54])=[O:19])=[CH:13][CH:14]=1)[C:2]1[CH:3]=[CH:4][CH:5]=[CH:6][CH:7]=1.[CH2:1]([O:8][C:9]1[CH:14]=[CH:13][C:12]([CH2:15][C@@H:16]([O:20][CH2:21][CH3:22])[C:17]([NH:55][C@H:52]([C:49]2[CH:50]=[CH:51][CH:46]=[CH:47][CH:48]=2)[CH2:53][OH:54])=[O:18])=[CH:11][CH:10]=1)[C:2]1[CH:3]=[CH:4][CH:5]=[CH:6][CH:7]=1, predict the reactants needed to synthesize it. The reactants are: [CH2:1]([O:8][C:9]1[CH:14]=[CH:13][C:12]([CH2:15][CH:16]([O:20][CH2:21][CH3:22])[C:17]([OH:19])=[O:18])=[CH:11][CH:10]=1)[C:2]1[CH:7]=[CH:6][CH:5]=[CH:4][CH:3]=1.C(Cl)CCl.C(N(C(C)C)CC)(C)C.C1C=CC2N(O)N=NC=2C=1.[CH:46]1[CH:51]=[CH:50][C:49]([CH:52]([NH2:55])[CH2:53][OH:54])=[CH:48][CH:47]=1.